Predict which catalyst facilitates the given reaction. From a dataset of Catalyst prediction with 721,799 reactions and 888 catalyst types from USPTO. Reactant: [Br:1][C:2]1[CH2:6][CH2:5][CH2:4][C:3]=1[Sn](C)(C)C.[CH2:11]([O:13][C:14](=[O:22])[C:15]1[CH:20]=[CH:19][CH:18]=[C:17](I)[CH:16]=1)[CH3:12].C1([As](C2C=CC=CC=2)C2C=CC=CC=2)C=CC=CC=1. Product: [CH2:11]([O:13][C:14](=[O:22])[C:15]1[CH:20]=[CH:19][CH:18]=[C:17]([C:3]2[CH2:4][CH2:5][CH2:6][C:2]=2[Br:1])[CH:16]=1)[CH3:12]. The catalyst class is: 9.